Predict the reactants needed to synthesize the given product. From a dataset of Full USPTO retrosynthesis dataset with 1.9M reactions from patents (1976-2016). (1) Given the product [Cl:1][C:2]1[CH:3]=[C:4]([N:10]2[C:14]([CH3:15])=[C:13]([CH2:16][C:17]3[CH:25]=[CH:24][C:20]([C:21]([NH:31][CH2:30][CH2:29][O:28][CH3:27])=[O:22])=[CH:19][CH:18]=3)[C:12]([CH3:26])=[N:11]2)[CH:5]=[CH:6][C:7]=1[C:8]#[N:9], predict the reactants needed to synthesize it. The reactants are: [Cl:1][C:2]1[CH:3]=[C:4]([N:10]2[C:14]([CH3:15])=[C:13]([CH2:16][C:17]3[CH:25]=[CH:24][C:20]([C:21](O)=[O:22])=[CH:19][CH:18]=3)[C:12]([CH3:26])=[N:11]2)[CH:5]=[CH:6][C:7]=1[C:8]#[N:9].[CH3:27][O:28][CH2:29][CH2:30][NH2:31]. (2) Given the product [F:1][C:2]1[CH:3]=[C:4]2[C:9](=[CH:10][C:11]=1[O:12][CH2:31][C@H:32]([O:34][CH3:35])[CH3:33])[N:8]=[C:7]([CH3:13])[CH:6]=[CH:5]2, predict the reactants needed to synthesize it. The reactants are: [F:1][C:2]1[CH:3]=[C:4]2[C:9](=[CH:10][C:11]=1[OH:12])[N:8]=[C:7]([CH3:13])[CH:6]=[CH:5]2.C([O-])([O-])=O.[Cs+].[Cs+].CC1C=CC(S(O[CH2:31][C@H:32]([O:34][CH3:35])[CH3:33])(=O)=O)=CC=1. (3) The reactants are: [CH:1]([N:3]1[CH2:8][CH2:7][NH:6][CH2:5][CH2:4]1)=[O:2].Cl[CH2:10][C:11]1[NH:12][C:13]2[CH:19]=[CH:18][CH:17]=[CH:16][C:14]=2[N:15]=1. Given the product [CH:1]([N:3]1[CH2:8][CH2:7][N:6]([CH2:10][C:11]2[NH:12][C:13]3[CH:19]=[CH:18][CH:17]=[CH:16][C:14]=3[N:15]=2)[CH2:5][CH2:4]1)=[O:2], predict the reactants needed to synthesize it. (4) Given the product [Br:11][C:10]1[C:2]([F:1])=[C:3]([CH:7]=[CH:8][CH:9]=1)[C:4]([NH2:15])=[O:5], predict the reactants needed to synthesize it. The reactants are: [F:1][C:2]1[C:10]([Br:11])=[CH:9][CH:8]=[CH:7][C:3]=1[C:4](O)=[O:5].Cl.C([N:15]=C=NCCCN(C)C)C.ON1C2C=CC=CC=2N=N1.[NH4+].